Dataset: Forward reaction prediction with 1.9M reactions from USPTO patents (1976-2016). Task: Predict the product of the given reaction. (1) Given the reactants Cl[CH2:2][CH2:3][N:4]([CH3:6])[CH3:5].[CH2:7]([O:9][C:10](=[O:22])[C:11]([C:13]1[C:21]2[C:16](=[CH:17][CH:18]=[CH:19][CH:20]=2)[NH:15][CH:14]=1)=[O:12])[CH3:8].C([O-])([O-])=O.[Cs+].[Cs+], predict the reaction product. The product is: [CH2:7]([O:9][C:10](=[O:22])[C:11]([C:13]1[C:21]2[C:16](=[CH:17][CH:18]=[CH:19][CH:20]=2)[N:15]([CH2:2][CH2:3][N:4]([CH3:6])[CH3:5])[CH:14]=1)=[O:12])[CH3:8]. (2) Given the reactants [C:1]([O:5][C:6]([N:8]1[CH2:12][C@H:11]([CH:13]=O)[C@@H:10]([CH2:15][C:16]2[CH:21]=[CH:20][CH:19]=[CH:18][CH:17]=2)[CH2:9]1)=[O:7])([CH3:4])([CH3:3])[CH3:2].[Cl:22][C:23]1[CH:28]=[CH:27][C:26]([NH:29][CH:30]2[CH2:35][CH2:34][CH2:33][CH2:32][CH2:31]2)=[CH:25][CH:24]=1.C(O[BH-](OC(=O)C)OC(=O)C)(=O)C.[Na+].CC(O)=O, predict the reaction product. The product is: [C:1]([O:5][C:6]([N:8]1[CH2:12][C@H:11]([CH2:13][N:29]([C:26]2[CH:27]=[CH:28][C:23]([Cl:22])=[CH:24][CH:25]=2)[CH:30]2[CH2:31][CH2:32][CH2:33][CH2:34][CH2:35]2)[C@@H:10]([CH2:15][C:16]2[CH:21]=[CH:20][CH:19]=[CH:18][CH:17]=2)[CH2:9]1)=[O:7])([CH3:4])([CH3:3])[CH3:2]. (3) Given the reactants [Cl:1][C:2]1[CH:7]=[CH:6][C:5]([N:8]2[CH2:12][CH2:11][CH:10]([CH:13]([NH2:15])[CH3:14])[CH2:9]2)=[C:4]([N+:16]([O-:18])=[O:17])[CH:3]=1.[C:19]([O:23][C:24](O[C:24]([O:23][C:19]([CH3:22])([CH3:21])[CH3:20])=[O:25])=[O:25])([CH3:22])([CH3:21])[CH3:20], predict the reaction product. The product is: [C:19]([O:23][C:24](=[O:25])[NH:15][CH:13]([CH:10]1[CH2:11][CH2:12][N:8]([C:5]2[CH:6]=[CH:7][C:2]([Cl:1])=[CH:3][C:4]=2[N+:16]([O-:18])=[O:17])[CH2:9]1)[CH3:14])([CH3:22])([CH3:21])[CH3:20]. (4) Given the reactants Br[C:2]1[CH:3]=[C:4]([F:15])[CH:5]=[C:6]2[C:10]=1[NH:9][C:8]([C:11]([NH2:13])=[O:12])=[C:7]2[CH3:14].[N:16]1[CH:21]=[CH:20][C:19](B(O)O)=[CH:18][CH:17]=1, predict the reaction product. The product is: [F:15][C:4]1[CH:5]=[C:6]2[C:10](=[C:2]([C:19]3[CH:20]=[CH:21][N:16]=[CH:17][CH:18]=3)[CH:3]=1)[NH:9][C:8]([C:11]([NH2:13])=[O:12])=[C:7]2[CH3:14]. (5) Given the reactants [CH:1](=[C:8]([C:11](=[O:13])[CH3:12])[C:9]#[N:10])[C:2]1[CH:7]=[CH:6][CH:5]=[CH:4][CH:3]=1, predict the reaction product. The product is: [CH2:1]([CH:8]([C:11](=[O:13])[CH3:12])[C:9]#[N:10])[C:2]1[CH:7]=[CH:6][CH:5]=[CH:4][CH:3]=1. (6) Given the reactants [Br:1][C:2]1[C:10]([F:11])=[CH:9][C:5]([C:6](Cl)=[O:7])=[C:4]([Cl:12])[CH:3]=1.Cl.[CH3:14][C:15]1[C:16]([N:22]2[CH2:27][CH2:26][NH:25][CH2:24][CH2:23]2)=[N:17][CH:18]=[C:19]([CH3:21])[CH:20]=1, predict the reaction product. The product is: [Br:1][C:2]1[C:10]([F:11])=[CH:9][C:5]([C:6]([N:25]2[CH2:26][CH2:27][N:22]([C:16]3[C:15]([CH3:14])=[CH:20][C:19]([CH3:21])=[CH:18][N:17]=3)[CH2:23][CH2:24]2)=[O:7])=[C:4]([Cl:12])[CH:3]=1. (7) Given the reactants FC(F)(F)S(OC)(=O)=O.[F:10][C:11]1[CH:12]=[C:13]([CH:20]=[CH:21][C:22]=1[F:23])[CH2:14][N:15]([CH3:19])[C:16](=S)[CH3:17].[C:24]([O:28][C:29](=[O:42])[NH:30][CH:31]1[C:39]2[C:34](=[CH:35][CH:36]=[C:37]([NH2:40])[CH:38]=2)[CH2:33][CH:32]1[OH:41])([CH3:27])([CH3:26])[CH3:25].N1C=CC=CC=1, predict the reaction product. The product is: [C:24]([O:28][C:29](=[O:42])[NH:30][CH:31]1[C:39]2[C:34](=[CH:35][CH:36]=[C:37]([N:40]=[C:16]([N:15]([CH2:14][C:13]3[CH:20]=[CH:21][C:22]([F:23])=[C:11]([F:10])[CH:12]=3)[CH3:19])[CH3:17])[CH:38]=2)[CH2:33][CH:32]1[OH:41])([CH3:27])([CH3:25])[CH3:26].